Dataset: Experimentally validated miRNA-target interactions with 360,000+ pairs, plus equal number of negative samples. Task: Binary Classification. Given a miRNA mature sequence and a target amino acid sequence, predict their likelihood of interaction. (1) The miRNA is hsa-miR-16-5p with sequence UAGCAGCACGUAAAUAUUGGCG. The protein sequence of the target gene is MRSLGANMAAALRAAGVLLRDPLASSSWRVCQPWRWKSGAAAAAVTTETAQHAQGAKPQVQPQKRKPKTGILMLNMGGPETLGDVHDFLLRLFLDRDLMTLPIQNKLAPFIAKRRTPKIQEQYRRIGGGSPIKIWTSKQGEGMVKLLDELSPNTAPHKYYIGFRYVHPLTEEAIEEMERDGLERAIAFTQYPQYSCSTTGSSLNAIYRYYNQVGRKPTMKWSTIDRWPTHHLLIQCFADHILKELDHFPLEKRSEVVILFSAHSLPMSVVNRGDPYPQEVSATVQKVMERLEYCNPYRLV.... Result: 1 (interaction). (2) The miRNA is hsa-miR-409-5p with sequence AGGUUACCCGAGCAACUUUGCAU. The protein sequence of the target gene is MVCARHQPGGLCLLLLLLCQFMEDRSAQAGNCWLRQAKNGRCQVLYKTELSKEECCSTGRLSTSWTEEDVNDNTLFKWMIFNGGAPNCIPCKETCENVDCGPGKKCRMNKKNKPRCVCAPDCSNITWKGPVCGLDGKTYRNECALLKARCKEQPELEVQYQGKCKKTCRDVFCPGSSTCVVDQTNNAYCVTCNRICPEPSSSEQYLCGNDGVTYSSACHLRKATCLLGRSIGLAYEGKCIKAKSCEDIQCGGGKKCLWDSKVGRGRCSLCDELCPDSKSDEPVCASDNATYASECAMKEA.... Result: 0 (no interaction). (3) The miRNA is hsa-miR-4649-3p with sequence UCUGAGGCCUGCCUCUCCCCA. The protein sequence of the target gene is MLEGAELYFNVDHGYLEGLVRGCKASLLTQQDYINLVQCETLEDLKIHLQTTDYGNFLANHTNPLTVSKIDTEMRKRLCGEFEYFRNHSLEPLSTFLTYMTCSYMIDNVILLMNGALQKKSVKEILGKCHPLGRFTEMEAVNIAETPSDLFNAILIETPLAPFFQDCMSENALDELNIELLRNKLYKSYLEAFYKFCKNHGDVTAEVMCPILEFEADRRAFIITLNSFGTELSKEDRETLYPTFGKLYPEGLRLLAQAEDFDQMKNVADHYGVYKPLFEAVGGSGGKTLEDVFYEREVQM.... Result: 1 (interaction). (4) The miRNA is hsa-miR-4435 with sequence AUGGCCAGAGCUCACACAGAGG. The protein sequence of the target gene is MPRRRPPASGAAQFPERIATRSPDPIPLCTFQRQPRAAPVQPPCRLFFVTFAGCGHRWRSESKPGWISRSRSGIALRAARPPGSSPPRPAAPRPPPPGGVVAEAPGDVVIPRPRVQPMRVARGGPWTPNPAFREAESWSQIGNQRVSEQLLETSLGNEVSDTEPLSPASAGLRRNPALPPGPFAQNFSWGNQENLPPALGKIANGGGTGAGKAECGYETESHLLEPHEIPLNVNTHKFSDCEFPYEFCTVCFSPFKLLGMSGVEGVWNQHSRSASMHTFLNHSATGIREAGCRKDMPVSE.... Result: 1 (interaction). (5) The miRNA is hsa-miR-4722-5p with sequence GGCAGGAGGGCUGUGCCAGGUUG. The protein sequence of the target gene is MAAAALPPRPLLLLPLVLLLSGRPTRADSKVFGDLDQVRMTSEGSDCRCKCIMRPLSKDACSRVRSGRARVEDFYTVETVSSGTDCRCSCTAPPSSLNPCENEWKMEKLKKQAPELLKLQSMVDLLEGTLYSMDLMKVHAYVHKVASQMNTLEESIKANLSRENEVVKDSVRHLSEQLRHYENHSAIMLGIKKELSRLGLQLLQKDAAAAPATPATGTGSKAQDTARGKGKDISKYGSVQKSFADRGLPKPPKEKLLQVEKLRKESGKGSFLQPTAKPRALAQQQAVIRGFTYYKAGKQE.... Result: 1 (interaction). (6) The miRNA is mmu-miR-329-5p with sequence AGAGGUUUUCUGGGUCUCUGUU. The protein sequence of the target gene is MINTQDSSILPLSNCPQLQCCRHIVPGPLWCSDAPHPLSKIPGGRGGGRDPSLSALIYKDEKLTVTQDLPVNDGKPHIVHFQYEVTEVKVSSWDAVLSSQSLFVEIPDGLLADGSKEGLLALLEFAEEKMKVNYVFICFRKGREDRAPLLKTFSFLGFEIVRPGHPCVPSRPDVMFMVYPLDQNLSDED. Result: 0 (no interaction). (7) The miRNA is mmu-miR-376c-3p with sequence AACAUAGAGGAAAUUUCACGU. The protein sequence of the target gene is MAVLLETTLGDVVIDLYTEERPRACLNFLKLCKIKYYNYCLIHNVQRDFIIQTGDPTGTGRGGESIFGQLYGDQASFFEAEKVPRIKHKKKGTVSMVNNGSDQHGSQFLITTGENLDYLDGVHTVFGEVTEGMDIVKKINETFVDKDFVPYQDIRINHTVILDDPFDDPPDLLIPDRSPEPTKEQLDSGRIGADEEIDDFKGRSAEEVEEIKAEKEAKTQAILLEMVGDLPDADIKPPENVLFVCKLNPVTTDEDLEIIFSRFGPIRSCEVIRDWKTGESLCYAFIEFEKEEDCEKAFFK.... Result: 0 (no interaction). (8) The miRNA is rno-miR-223-3p with sequence UGUCAGUUUGUCAAAUACCCC. The protein sequence of the target gene is MPPPSDIVKVAIEWPGANAQLLEIDQKRPLASIIKEVCDGWSLPNPEYYTLRYADGPQLYITEQTRSDIKNGTILQLAISPSRAARQLMERTQSSNMETRLDAMKELAKLSADVTFATEFINMDGIIVLTRLVESGTKLLSHYSEMLAFTLTAFLELMDHGIVSWDMVSITFIKQIAGYVSQPMVDVSILQRSLAILESMVLNSQSLYQKIAEEITVGQLISHLQVSNQEIQTYAIALINALFLKAPEDKRQDMANAFAQKHLRSIILNHVIRGNRPIKTEMAHQLYVLQVLTFNLLEER.... Result: 0 (no interaction).